This data is from Full USPTO retrosynthesis dataset with 1.9M reactions from patents (1976-2016). The task is: Predict the reactants needed to synthesize the given product. (1) Given the product [Cl:18][C:2]1[C:3]([C:11]([O:13][CH2:14][CH3:15])=[O:12])=[N:4][N:5]([CH3:10])[C:6](=[O:9])[C:7]=1[CH3:8], predict the reactants needed to synthesize it. The reactants are: O[C:2]1[C:3]([C:11]([O:13][CH2:14][CH3:15])=[O:12])=[N:4][N:5]([CH3:10])[C:6](=[O:9])[C:7]=1[CH3:8].O=P(Cl)(Cl)[Cl:18]. (2) Given the product [NH:8]1[C:17]2[C:12](=[CH:13][C:14]([O:18][C:19](=[O:32])[NH:20][C:21]3[CH:26]=[CH:25][C:24]([Cl:27])=[C:23]([C:28]([F:29])([F:30])[F:31])[CH:22]=3)=[CH:15][CH:16]=2)[CH2:11][CH2:10][CH2:9]1, predict the reactants needed to synthesize it. The reactants are: C([N:8]1[C:17]2[C:12](=[CH:13][C:14]([O:18][C:19](=[O:32])[NH:20][C:21]3[CH:26]=[CH:25][C:24]([Cl:27])=[C:23]([C:28]([F:31])([F:30])[F:29])[CH:22]=3)=[CH:15][CH:16]=2)[CH2:11][CH2:10][CH2:9]1)C1C=CC=CC=1.[H][H]. (3) Given the product [O:1]=[C:2]1[C:10]2[C:5](=[C:6]([C:11]3[NH:12][CH:13]=[CH:14][CH:15]=3)[CH:7]=[CH:8][CH:9]=2)[C:4](=[O:16])[N:3]1[CH:17]([C:22]1[CH:27]=[CH:26][C:25]([O:28][CH3:29])=[C:24]([O:30][CH2:31][CH3:32])[CH:23]=1)[CH2:18][C:19]([N:35]([CH3:36])[CH3:33])=[O:20], predict the reactants needed to synthesize it. The reactants are: [O:1]=[C:2]1[C:10]2[C:5](=[C:6]([C:11]3[NH:12][CH:13]=[CH:14][CH:15]=3)[CH:7]=[CH:8][CH:9]=2)[C:4](=[O:16])[N:3]1[CH:17]([C:22]1[CH:27]=[CH:26][C:25]([O:28][CH3:29])=[C:24]([O:30][CH2:31][CH3:32])[CH:23]=1)[CH2:18][C:19](O)=[O:20].[C:33](N1C=CN=C1)([N:35]1C=CN=[CH:36]1)=O.CNC.O. (4) Given the product [CH3:1][C@H:2]1[CH2:7][CH2:6][C@H:5]([CH:8]=[O:9])[CH2:4][CH2:3]1, predict the reactants needed to synthesize it. The reactants are: [CH3:1][C@H:2]1[CH2:7][CH2:6][C@H:5]([CH2:8][OH:9])[CH2:4][CH2:3]1.[Cr](Cl)([O-])(=O)=O.[NH+]1C=CC=CC=1. (5) Given the product [CH2:1]([N:8]1[CH:12]=[C:11]([CH2:13][CH2:14][CH2:15][CH:16]2[O:17][CH2:18][CH2:19][O:20]2)[C:10]([O:21][CH2:22][CH3:23])=[N:9]1)[C:2]1[CH:7]=[CH:6][CH:5]=[CH:4][CH:3]=1, predict the reactants needed to synthesize it. The reactants are: [CH2:1]([N:8]1[CH:12]=[C:11]([CH2:13][CH2:14][CH2:15][CH:16]2[O:20][CH2:19][CH2:18][O:17]2)[C:10]([OH:21])=[N:9]1)[C:2]1[CH:7]=[CH:6][CH:5]=[CH:4][CH:3]=1.[CH2:22](OS(=O)(=O)OCC)[CH3:23].C(=O)([O-])[O-].[K+].[K+].[Cl-].[NH4+]. (6) Given the product [ClH:40].[CH3:22][N:23]([CH3:39])[C:24]1[CH:29]=[CH:28][N:27]=[C:26]([N:30]2[C:34](=[O:35])[C:33]3[CH2:36][S:37][CH2:38][C:32]=3[NH:31]2)[CH:25]=1, predict the reactants needed to synthesize it. The reactants are: N(C1C=C(N(C)C)C=CN=1)N.O=C1CSCC1C(OC)=O.[CH3:22][N:23]([CH3:39])[C:24]1[CH:29]=[CH:28][N:27]=[C:26]([N:30]2[C:34](=[O:35])[C:33]3[CH2:36][S:37][CH2:38][C:32]=3[NH:31]2)[CH:25]=1.[ClH:40]. (7) The reactants are: [CH2:1]([O:3][C:4](=[O:35])[CH:5]=[C:6]([N:13]1[C:21]2[C:16](=[CH:17][C:18]([CH2:22][CH2:23][CH2:24][C:25]3[CH:34]=[CH:33][C:32]4[C:27](=[N:28][CH:29]=[CH:30][CH:31]=4)[N:26]=3)=[CH:19][CH:20]=2)[CH:15]=[CH:14]1)[C:7]1[CH:12]=[CH:11][CH:10]=[CH:9][CH:8]=1)[CH3:2]. Given the product [CH2:1]([O:3][C:4](=[O:35])[CH2:5][CH:6]([C:7]1[CH:12]=[CH:11][CH:10]=[CH:9][CH:8]=1)[N:13]1[C:21]2[C:16](=[CH:17][C:18]([CH2:22][CH2:23][CH2:24][C:25]3[CH:34]=[CH:33][C:32]4[CH2:31][CH2:30][CH2:29][NH:28][C:27]=4[N:26]=3)=[CH:19][CH:20]=2)[CH:15]=[CH:14]1)[CH3:2], predict the reactants needed to synthesize it. (8) The reactants are: [OH:1][CH2:2][C:3]([CH3:38])([CH3:37])[O:4][C:5]1[CH:10]=[CH:9][C:8]([N:11]2[C:16](=[O:17])[C:15]([CH2:18][C:19]3[CH:24]=[CH:23][C:22]([C:25]4[C:26]([C:31]#[N:32])=[CH:27][CH:28]=[CH:29][CH:30]=4)=[CH:21][CH:20]=3)=[C:14]([CH2:33][CH2:34][CH3:35])[N:13]=[C:12]2[CH3:36])=[CH:7][CH:6]=1.CC(OI1(OC(C)=O)(OC(C)=O)OC(=O)C2C1=CC=CC=2)=O.C(OCC)(=O)C.S([O-])([O-])(=O)=S.[Na+].[Na+]. Given the product [CH3:37][C:3]([CH3:38])([O:4][C:5]1[CH:6]=[CH:7][C:8]([N:11]2[C:16](=[O:17])[C:15]([CH2:18][C:19]3[CH:24]=[CH:23][C:22]([C:25]4[C:26]([C:31]#[N:32])=[CH:27][CH:28]=[CH:29][CH:30]=4)=[CH:21][CH:20]=3)=[C:14]([CH2:33][CH2:34][CH3:35])[N:13]=[C:12]2[CH3:36])=[CH:9][CH:10]=1)[CH:2]=[O:1], predict the reactants needed to synthesize it. (9) Given the product [CH3:14][O:13][C:4]1[C:3]([C:15]([O:17][CH2:18][CH3:19])=[O:16])=[C:2]([C:37]([C:32]2[CH:33]=[N:34][CH:35]=[CH:36][N:31]=2)=[O:38])[N:6]2[CH2:7][CH2:8][N:9]([CH3:12])[C:10](=[O:11])[C:5]=12, predict the reactants needed to synthesize it. The reactants are: Br[C:2]1[N:6]2[CH2:7][CH2:8][N:9]([CH3:12])[C:10](=[O:11])[C:5]2=[C:4]([O:13][CH3:14])[C:3]=1[C:15]([O:17][CH2:18][CH3:19])=[O:16].[Li]CCCC.CCCCCC.[N:31]1[CH:36]=[CH:35][N:34]=[CH:33][C:32]=1[C:37](OC)=[O:38].Cl. (10) Given the product [Cl:1][C:2]1[C:10]([Cl:11])=[CH:9][CH:8]=[CH:7][C:3]=1[C:4]1[S:5][CH:13]=[C:14]([C:15]([OH:17])=[O:16])[N:6]=1, predict the reactants needed to synthesize it. The reactants are: [Cl:1][C:2]1[C:10]([Cl:11])=[CH:9][CH:8]=[CH:7][C:3]=1[C:4]([NH2:6])=[S:5].Br[CH2:13][C:14](=O)[C:15]([OH:17])=[O:16].